From a dataset of Reaction yield outcomes from USPTO patents with 853,638 reactions. Predict the reaction yield, written as a fraction of the theoretical maximum amount of product (1.0 means a 100% yield; for example, 0.34 means a 34% yield). (1) The yield is 0.0530. No catalyst specified. The product is [NH:2]=[C:1]([C:3]1[CH:8]=[CH:7][CH:6]=[C:5]([NH:9][C:10]([NH:11][C:12]2[CH:17]=[CH:16][C:15]([S:18](=[O:20])(=[O:19])[NH:21][C:22]3[CH:27]=[CH:26][C:25]([S:28](=[O:30])(=[O:31])[NH2:29])=[CH:24][CH:23]=3)=[CH:14][CH:13]=2)=[O:32])[CH:4]=1)[N:36]1[CH2:37][CH2:38][N:33]([C:39]([O:41][CH3:42])=[O:40])[CH2:34][CH2:35]1. The reactants are [C:1]([C:3]1[CH:4]=[C:5]([NH:9][C:10](=[O:32])[NH:11][C:12]2[CH:17]=[CH:16][C:15]([S:18]([NH:21][C:22]3[CH:27]=[CH:26][C:25]([S:28](=[O:31])(=[O:30])[NH2:29])=[CH:24][CH:23]=3)(=[O:20])=[O:19])=[CH:14][CH:13]=2)[CH:6]=[CH:7][CH:8]=1)#[N:2].[N:33]1([C:39]([O:41][CH3:42])=[O:40])[CH2:38][CH2:37][NH:36][CH2:35][CH2:34]1.CCN(C(C)C)C(C)C. (2) The yield is 0.495. The catalyst is CN(C)C=O. The product is [Cl:20][C:2]1[C:11]2[C:6](=[CH:7][C:8]3[CH:15]=[CH:14][CH:13]=[CH:12][C:9]=3[CH:10]=2)[N:5]=[CH:4][C:3]=1[C:16]#[N:17]. The reactants are O=[C:2]1[C:11]2[C:6](=[CH:7][C:8]3[CH:15]=[CH:14][CH:13]=[CH:12][C:9]=3[CH:10]=2)[NH:5][CH:4]=[C:3]1[C:16]#[N:17].P(Cl)(Cl)([Cl:20])=O.